Dataset: Reaction yield outcomes from USPTO patents with 853,638 reactions. Task: Predict the reaction yield, written as a fraction of the theoretical maximum amount of product (1.0 means a 100% yield; for example, 0.34 means a 34% yield). (1) The reactants are [OH:1][C:2]1[CH:3]=[C:4]([CH:7]=[CH:8][CH:9]=1)[CH:5]=[O:6].[Br:10]Br. The catalyst is C(O)(=O)C. The product is [Br:10][C:7]1[CH:8]=[CH:9][C:2]([OH:1])=[CH:3][C:4]=1[CH:5]=[O:6]. The yield is 0.550. (2) The reactants are [CH3:1][O:2][C:3]1[CH:21]=[CH:20][C:6]([CH2:7][N:8]2[CH:17]=[C:16]3[C:10]([N:11]([CH3:19])[CH2:12][CH:13]=[CH:14][C:15]3=[O:18])=[N:9]2)=[CH:5][CH:4]=1.C([O-])=O.[NH4+]. The catalyst is CO.[OH-].[OH-].[Pd+2]. The product is [CH3:1][O:2][C:3]1[CH:4]=[CH:5][C:6]([CH2:7][N:8]2[CH:17]=[C:16]3[C:10]([N:11]([CH3:19])[CH2:12][CH2:13][CH2:14][C:15]3=[O:18])=[N:9]2)=[CH:20][CH:21]=1. The yield is 0.920. (3) The reactants are [N:1]1[CH:6]=[CH:5][C:4]([C:7]2[C:16]3[C:11](=[CH:12][CH:13]=[C:14]([C:17]4[CH:18]=[C:19]([NH2:23])[CH:20]=[N:21][CH:22]=4)[CH:15]=3)[N:10]=[CH:9][CH:8]=2)=[CH:3][CH:2]=1.[F:24][C:25]1[CH:30]=[C:29]([F:31])[CH:28]=[CH:27][C:26]=1[S:32](Cl)(=[O:34])=[O:33]. The catalyst is N1C=CC=CC=1. The product is [F:24][C:25]1[CH:30]=[C:29]([F:31])[CH:28]=[CH:27][C:26]=1[S:32]([NH:23][C:19]1[CH:20]=[N:21][CH:22]=[C:17]([C:14]2[CH:15]=[C:16]3[C:11](=[CH:12][CH:13]=2)[N:10]=[CH:9][CH:8]=[C:7]3[C:4]2[CH:3]=[CH:2][N:1]=[CH:6][CH:5]=2)[CH:18]=1)(=[O:34])=[O:33]. The yield is 0.480. (4) The reactants are [CH3:1][O:2][C:3](=[O:26])[C:4]([C:15]1[CH:20]=[CH:19][C:18]([O:21][CH2:22][CH:23]2[CH2:25][O:24]2)=[CH:17][CH:16]=1)=[C:5](C)[C:6]1[CH:11]=[CH:10][C:9]([F:12])=[C:8]([CH3:13])[CH:7]=1.[CH3:27][O:28][C:29]1[CH:36]=[C:35]([O:37][CH3:38])[CH:34]=[CH:33][C:30]=1[CH2:31][NH2:32]. The catalyst is CC(O)C.C(OCC)(=O)C. The product is [CH3:1][O:2][C:3](=[O:26])[C:4]([C:15]1[CH:16]=[CH:17][C:18]([O:21][CH2:22][CH:23]([OH:24])[CH2:25][NH:32][CH2:31][C:30]2[CH:33]=[CH:34][C:35]([O:37][CH3:38])=[CH:36][C:29]=2[O:28][CH3:27])=[CH:19][CH:20]=1)=[CH:5][C:6]1[CH:11]=[CH:10][C:9]([F:12])=[C:8]([CH3:13])[CH:7]=1. The yield is 0.140. (5) The reactants are [Br:1][C:2]1[CH:3]=[C:4]2[C:8](=[CH:9][CH:10]=1)[NH:7][CH2:6][CH2:5]2.[N+:11]([O-])([O-:13])=[O:12].[K+].C([O-])([O-])=O.[Na+].[Na+]. The catalyst is OS(O)(=O)=O. The product is [Br:1][C:2]1[CH:3]=[C:4]2[C:8](=[CH:9][C:10]=1[N+:11]([O-:13])=[O:12])[NH:7][CH2:6][CH2:5]2. The yield is 0.760.